Dataset: Reaction yield outcomes from USPTO patents with 853,638 reactions. Task: Predict the reaction yield, written as a fraction of the theoretical maximum amount of product (1.0 means a 100% yield; for example, 0.34 means a 34% yield). (1) The reactants are CC(OC(/N=N/C(OC(C)C)=O)=O)C.C1C=CC(P(C2C=CC=CC=2)C2C=CC=CC=2)=CC=1.[OH:34][C:35]1[CH:42]=[CH:41][C:38]([C:39]#[N:40])=[CH:37][CH:36]=1.[CH3:43][CH:44](O)[C:45]1[CH:50]=[CH:49][CH:48]=[CH:47][CH:46]=1. The catalyst is C1COCC1. The product is [C:45]1([CH:44]([O:34][C:35]2[CH:42]=[CH:41][C:38]([C:39]#[N:40])=[CH:37][CH:36]=2)[CH3:43])[CH:50]=[CH:49][CH:48]=[CH:47][CH:46]=1. The yield is 0.550. (2) The reactants are [N:1]1[CH:2]=[CH:3][N:4]2[CH:9]=[CH:8][C:7]([C:10]([OH:12])=O)=[CH:6][C:5]=12.[CH2:13]1[C@H:22]2[C@H:17]([CH2:18][CH2:19][C:20]3[CH:26]=[CH:25][CH:24]=[CH:23][C:21]=32)[NH:16][CH2:15][CH2:14]1.F[P-](F)(F)(F)(F)F.N1(OC(N(C)C)=[N+](C)C)C2N=CC=CC=2N=N1. No catalyst specified. The product is [CH2:13]1[C@H:22]2[C@H:17]([CH2:18][CH2:19][C:20]3[CH:26]=[CH:25][CH:24]=[CH:23][C:21]=32)[N:16]([C:10]([C:7]2[CH:8]=[CH:9][N:4]3[CH:3]=[CH:2][N:1]=[C:5]3[CH:6]=2)=[O:12])[CH2:15][CH2:14]1. The yield is 0.950. (3) The reactants are [OH:1][C:2]([C:35]1[S:36][CH:37]=[CH:38][CH:39]=1)([C:30]1[S:31][CH:32]=[CH:33][CH:34]=1)[C:3]([O:5][C@H:6]1[CH2:11][CH2:10][C@H:9]([N:12]([CH3:29])[CH2:13][CH2:14][CH2:15][N:16]2[C:20]3[CH:21]=[CH:22][C:23]([CH2:25][CH:26]=O)=[CH:24][C:19]=3[O:18][C:17]2=[O:28])[CH2:8][CH2:7]1)=[O:4].C(O)(=O)C.[NH2:44][CH2:45][C@@H:46]([C:55]1[CH:64]=[CH:63][C:62]([OH:65])=[C:61]2[C:56]=1[CH:57]=[CH:58][C:59](=[O:66])[NH:60]2)[O:47][Si:48]([C:51]([CH3:54])([CH3:53])[CH3:52])([CH3:50])[CH3:49].[Na].C(=O)(O)[O-].[Na+]. The catalyst is ClC(Cl)C.CO.C(Cl)(Cl)Cl. The product is [OH:1][C:2]([C:30]1[S:31][CH:32]=[CH:33][CH:34]=1)([C:35]1[S:36][CH:37]=[CH:38][CH:39]=1)[C:3]([O:5][C@H:6]1[CH2:11][CH2:10][C@H:9]([N:12]([CH2:13][CH2:14][CH2:15][N:16]2[C:20]3[CH:21]=[CH:22][C:23]([CH2:25][CH2:26][NH:44][CH2:45][C@H:46]([O:47][Si:48]([C:51]([CH3:54])([CH3:53])[CH3:52])([CH3:50])[CH3:49])[C:55]4[CH:64]=[CH:63][C:62]([OH:65])=[C:61]5[C:56]=4[CH:57]=[CH:58][C:59](=[O:66])[NH:60]5)=[CH:24][C:19]=3[O:18][C:17]2=[O:28])[CH3:29])[CH2:8][CH2:7]1)=[O:4]. The yield is 0.220.